From a dataset of Forward reaction prediction with 1.9M reactions from USPTO patents (1976-2016). Predict the product of the given reaction. (1) Given the reactants [F:1][C:2]1[CH:7]=[CH:6][CH:5]=[CH:4][C:3]=1[C:8]1[C:9]2[CH:21]=[CH:20][C:19](=[O:22])[N:18]([CH:23]([CH2:26][CH3:27])[CH2:24][CH3:25])[C:10]=2[N:11]=[C:12](S(C)(=O)=O)[N:13]=1.[NH2:28][CH:29]([CH2:32][OH:33])[CH2:30][OH:31], predict the reaction product. The product is: [F:1][C:2]1[CH:7]=[CH:6][CH:5]=[CH:4][C:3]=1[C:8]1[C:9]2[CH:21]=[CH:20][C:19](=[O:22])[N:18]([CH:23]([CH2:26][CH3:27])[CH2:24][CH3:25])[C:10]=2[N:11]=[C:12]([NH:28][CH:29]([CH2:32][OH:33])[CH2:30][OH:31])[N:13]=1. (2) Given the reactants Br[C:2]1[CH:3]=[C:4]([N:8]([CH3:13])[S:9]([CH3:12])(=[O:11])=[O:10])[CH:5]=[CH:6][CH:7]=1.[Cu](C#N)[C:15]#[N:16].[C-]#N.[K+].O, predict the reaction product. The product is: [C:15]([C:2]1[CH:3]=[C:4]([N:8]([CH3:13])[S:9]([CH3:12])(=[O:11])=[O:10])[CH:5]=[CH:6][CH:7]=1)#[N:16]. (3) The product is: [Si:1]([O:8][CH:9]1[CH2:13][N:12]([C:14]([O:16][C:17]([CH3:20])([CH3:19])[CH3:18])=[O:15])[CH:11]([CH2:21][OH:22])[CH2:10]1)([C:4]([CH3:7])([CH3:6])[CH3:5])([CH3:3])[CH3:2]. Given the reactants [Si:1]([O:8][CH:9]1[CH2:13][N:12]([C:14]([O:16][C:17]([CH3:20])([CH3:19])[CH3:18])=[O:15])[CH:11]([C:21](OC)=[O:22])[CH2:10]1)([C:4]([CH3:7])([CH3:6])[CH3:5])([CH3:3])[CH3:2].[Li+].[BH4-], predict the reaction product. (4) The product is: [F:1][C:2]1[C:7]([C:8]([F:10])([F:11])[F:9])=[CH:6][CH:5]=[CH:4][C:3]=1[CH2:12][NH:13][C:14](=[O:15])[O:16][C:17]([CH3:20])([CH3:19])[CH3:18]. Given the reactants [F:1][C:2]1[C:7]([C:8]([F:11])([F:10])[F:9])=[CH:6][CH:5]=[CH:4][C:3]=1[CH2:12][NH2:13].[C:14](O[C:14]([O:16][C:17]([CH3:20])([CH3:19])[CH3:18])=[O:15])([O:16][C:17]([CH3:20])([CH3:19])[CH3:18])=[O:15], predict the reaction product. (5) Given the reactants Cl.[CH3:2][C:3]1[N:4]=[C:5]([C:13]2[CH:18]=[CH:17][CH:16]=[CH:15][CH:14]=2)[N:6]2[C:11]=1[CH:10]=[N:9][C:8]([NH2:12])=[N:7]2.I[C:20]1[CH:25]=[CH:24][CH:23]=[C:22]([C:26]([F:29])([F:28])[F:27])[CH:21]=1.C(P(C(C)(C)C)C1C=CC=CC=1C1C=CC=CC=1)(C)(C)C.CC(C)([O-])C.[Na+], predict the reaction product. The product is: [CH3:2][C:3]1[N:4]=[C:5]([C:13]2[CH:14]=[CH:15][CH:16]=[CH:17][CH:18]=2)[N:6]2[C:11]=1[CH:10]=[N:9][C:8]([NH:12][C:20]1[CH:25]=[CH:24][CH:23]=[C:22]([C:26]([F:29])([F:28])[F:27])[CH:21]=1)=[N:7]2. (6) Given the reactants [NH4+].[Cl-].[N+:3]([C:6]1[CH:7]=[C:8]2[C:12](=[CH:13][CH:14]=1)[C:11](=[O:15])[NH:10][CH2:9]2)([O-])=O.COC(C)(C)C, predict the reaction product. The product is: [NH2:3][C:6]1[CH:7]=[C:8]2[C:12](=[CH:13][CH:14]=1)[C:11](=[O:15])[NH:10][CH2:9]2. (7) Given the reactants Br[C:2]1[CH:3]=[CH:4][C:5]2[N:12]([CH2:13][CH2:14][CH3:15])[CH2:11][CH2:10][CH2:9][C:8]([C:16]([O:18][CH3:19])=[O:17])=[CH:7][C:6]=2[CH:20]=1.[CH2:21]([O:25][CH2:26][CH2:27][O:28][C:29]1[CH:34]=[CH:33][C:32](OB(O)O)=[CH:31][CH:30]=1)[CH2:22][CH2:23][CH3:24].C(=O)([O-])[O-].[K+].[K+].C(OCC)(=O)C, predict the reaction product. The product is: [CH2:21]([O:25][CH2:26][CH2:27][O:28][C:29]1[CH:30]=[CH:31][C:32]([C:2]2[CH:3]=[CH:4][C:5]3[N:12]([CH2:13][CH2:14][CH3:15])[CH2:11][CH2:10][CH2:9][C:8]([C:16]([O:18][CH3:19])=[O:17])=[CH:7][C:6]=3[CH:20]=2)=[CH:33][CH:34]=1)[CH2:22][CH2:23][CH3:24]. (8) Given the reactants Cl[C:2]([C:11]([F:14])([F:13])[F:12])=[C:3]([C:9]#[N:10])[C:4]([O:6]CC)=O.[N+:15]([C:18]1[CH:26]=[CH:25][C:21]([C:22](=[NH:24])[NH2:23])=[CH:20][CH:19]=1)([O-:17])=[O:16].Cl, predict the reaction product. The product is: [OH:6][C:4]1[C:3]([C:9]#[N:10])=[C:2]([C:11]([F:12])([F:13])[F:14])[N:24]=[C:22]([C:21]2[CH:20]=[CH:19][C:18]([N+:15]([O-:17])=[O:16])=[CH:26][CH:25]=2)[N:23]=1. (9) Given the reactants [Cl:1][C:2]([N:4]1[C@H:9]([CH3:10])[CH2:8][N:7](C(OC(C)(C)C)=O)[CH2:6][C@@H:5]1[CH3:18])=[O:3].[CH3:19][C:20]1[CH:27]=[C:26]([CH3:28])[CH:25]=[CH:24][C:21]=1[CH2:22][OH:23], predict the reaction product. The product is: [ClH:1].[CH3:18][C@H:5]1[CH2:6][NH:7][CH2:8][C@@H:9]([CH3:10])[N:4]1[C:2]([O:23][CH2:22][C:21]1[CH:24]=[CH:25][C:26]([CH3:28])=[CH:27][C:20]=1[CH3:19])=[O:3].